This data is from Reaction yield outcomes from USPTO patents with 853,638 reactions. The task is: Predict the reaction yield, written as a fraction of the theoretical maximum amount of product (1.0 means a 100% yield; for example, 0.34 means a 34% yield). (1) The catalyst is CCO.O.[Fe]. The yield is 0.970. The product is [NH2:12][C:8]1[CH:7]=[C:6]2[C:11](=[CH:10][CH:9]=1)[N:2]([CH3:1])[C:3](=[O:15])[CH2:4][CH2:5]2. The reactants are [CH3:1][N:2]1[C:11]2[C:6](=[CH:7][C:8]([N+:12]([O-])=O)=[CH:9][CH:10]=2)[CH2:5][CH2:4][C:3]1=[O:15].[Cl-].[NH4+]. (2) The reactants are COC[O:4][C:5]1[C:6]([C:16](=[O:18])[CH3:17])=[N:7][C:8]([CH2:11][C:12]([CH3:15])([CH3:14])[CH3:13])=[CH:9][CH:10]=1.CC(O)C.C1COCC1. The catalyst is Cl. The product is [OH:4][C:5]1[C:6]([C:16](=[O:18])[CH3:17])=[N:7][C:8]([CH2:11][C:12]([CH3:13])([CH3:14])[CH3:15])=[CH:9][CH:10]=1. The yield is 0.640. (3) The reactants are [N:1]1([C:10]2[S:14][C:13]([C:15]([OH:17])=O)=[C:12]([O:18][CH2:19][C:20]3[CH:25]=[CH:24][CH:23]=[CH:22][C:21]=3[CH3:26])[CH:11]=2)[C:5]2[CH:6]=[CH:7][CH:8]=[CH:9][C:4]=2[N:3]=[CH:2]1.ClC(N(C)C)=C(C)C.[CH:35]([NH2:38])([CH3:37])[CH3:36].C(N(C(C)C)CC)(C)C. The catalyst is ClCCl. The product is [N:1]1([C:10]2[S:14][C:13]([C:15]([NH:38][CH:35]([CH3:37])[CH3:36])=[O:17])=[C:12]([O:18][CH2:19][C:20]3[CH:25]=[CH:24][CH:23]=[CH:22][C:21]=3[CH3:26])[CH:11]=2)[C:5]2[CH:6]=[CH:7][CH:8]=[CH:9][C:4]=2[N:3]=[CH:2]1. The yield is 0.590. (4) The reactants are Cl[CH2:2][CH2:3][CH2:4][O:5][C:6]1[C:14]2[C:9](=[N:10][CH:11]=[N:12][C:13]=2[NH:15][C:16]2[CH:21]=[CH:20][C:19]([O:22][CH2:23][C:24]3[CH:29]=[CH:28][CH:27]=[CH:26][N:25]=3)=[C:18]([Cl:30])[CH:17]=2)[NH:8][N:7]=1.[NH:31]1[CH2:36][CH2:35][O:34][CH2:33][CH2:32]1. No catalyst specified. The product is [Cl:30][C:18]1[CH:17]=[C:16]([NH:15][C:13]2[N:12]=[CH:11][N:10]=[C:9]3[NH:8][N:7]=[C:6]([O:5][CH2:4][CH2:3][CH2:2][N:31]4[CH2:36][CH2:35][O:34][CH2:33][CH2:32]4)[C:14]=23)[CH:21]=[CH:20][C:19]=1[O:22][CH2:23][C:24]1[CH:29]=[CH:28][CH:27]=[CH:26][N:25]=1. The yield is 0.300.